This data is from Full USPTO retrosynthesis dataset with 1.9M reactions from patents (1976-2016). The task is: Predict the reactants needed to synthesize the given product. Given the product [Cl:1][C:2]1[C:3]([C:9]#[N:10])=[N:4][CH:5]=[C:6]([CH:11]=[CH2:12])[CH:7]=1, predict the reactants needed to synthesize it. The reactants are: [Cl:1][C:2]1[C:3]([C:9]#[N:10])=[N:4][CH:5]=[C:6](Cl)[CH:7]=1.[CH3:11][C:12]1(C)C(C)(C)OB(C=C)O1.C(=O)([O-])[O-].[Na+].[Na+].